This data is from Full USPTO retrosynthesis dataset with 1.9M reactions from patents (1976-2016). The task is: Predict the reactants needed to synthesize the given product. (1) Given the product [Br:1][C:2]1[CH:3]=[C:4]([C:24]([NH:25][CH2:26][C:27]2[C:28](=[O:35])[NH:29][C:30]([CH3:34])=[CH:31][C:32]=2[CH3:33])=[O:36])[C:5]2[CH:6]=[N:7][N:8]([CH:11]3[CH2:16][CH2:15][NH:14][CH2:13][CH2:12]3)[C:9]=2[CH:10]=1, predict the reactants needed to synthesize it. The reactants are: [Br:1][C:2]1[CH:10]=[C:9]2[C:5]([CH:6]=[N:7][N:8]2[CH:11]2[CH2:16][CH2:15][N:14](C(OC(C)(C)C)=O)[CH2:13][CH2:12]2)=[C:4]([C:24](=[O:36])[NH:25][CH2:26][C:27]2[C:28](=[O:35])[NH:29][C:30]([CH3:34])=[CH:31][C:32]=2[CH3:33])[CH:3]=1.C(O)(C(F)(F)F)=O. (2) Given the product [CH3:1][O:2][C:3]([C:5]1[CH:9]=[C:8]([NH2:10])[NH:7][N:6]=1)=[O:4], predict the reactants needed to synthesize it. The reactants are: [CH3:1][O:2][C:3]([C:5]1[CH:9]=[C:8]([N+:10]([O-])=O)[NH:7][N:6]=1)=[O:4].